This data is from Reaction yield outcomes from USPTO patents with 853,638 reactions. The task is: Predict the reaction yield, written as a fraction of the theoretical maximum amount of product (1.0 means a 100% yield; for example, 0.34 means a 34% yield). (1) The reactants are O1CCCC1.[CH3:6][C:7]1[CH:8]=[N:9][C:10]([CH2:16][S+:17]([O-:29])[C:18]2[N-:19][C:20]3[CH:21]=[CH:22][C:23]([O:27][CH3:28])=[CH:24][C:25]=3[N:26]=2)=[C:11]([CH3:15])[C:12]=1[O:13][CH3:14].[K+].C(O)(=O)C. The catalyst is O. The product is [CH3:6][C:7]1[CH:8]=[N:9][C:10]([CH2:16][S+:17]([O-:29])[C:18]2[NH:19][C:20]3[CH:21]=[CH:22][C:23]([O:27][CH3:28])=[CH:24][C:25]=3[N:26]=2)=[C:11]([CH3:15])[C:12]=1[O:13][CH3:14]. The yield is 0.0250. (2) The reactants are [CH3:1][C:2]1[CH2:7]C[C@@H:5](C(C)=C)[CH2:4][CH:3]=1.C([O-])([O-])=[O:12].C([O-])([O-])=O.OO.OO.OO.[Na+].[Na+].[Na+].[Na+].[C:29]([O:32][C:33](=O)[CH3:34])(=O)[CH3:30]. The catalyst is C(OCCCC)(=O)C. The product is [CH3:30][C:29]12[O:32][CH:33]1[CH2:34][CH:3]([C:2]1([CH3:1])[O:12][CH2:7]1)[CH2:4][CH2:5]2. The yield is 0.990. (3) The reactants are [NH:1]1[CH2:6][CH2:5][O:4][CH2:3][CH2:2]1.C(=O)([O-])[O-].[Na+].[Na+].Cl[C:14]1[N:19]=[C:18]([O:20][C:21]2[CH:50]=[CH:49][CH:48]=[CH:47][C:22]=2[CH2:23][NH:24][C:25]([NH:27][C:28]2[N:32]([C:33]3[CH:38]=[CH:37][CH:36]=[C:35]([S:39]([CH3:42])(=[O:41])=[O:40])[CH:34]=3)[N:31]=[C:30]([C:43]([CH3:46])([CH3:45])[CH3:44])[CH:29]=2)=[O:26])[CH:17]=[CH:16][N:15]=1. The catalyst is C(O)C. The product is [O:4]1[CH2:5][CH2:6][N:1]([C:14]2[N:19]=[C:18]([O:20][C:21]3[CH:50]=[CH:49][CH:48]=[CH:47][C:22]=3[CH2:23][NH:24][C:25]([NH:27][C:28]3[N:32]([C:33]4[CH:38]=[CH:37][CH:36]=[C:35]([S:39]([CH3:42])(=[O:40])=[O:41])[CH:34]=4)[N:31]=[C:30]([C:43]([CH3:44])([CH3:45])[CH3:46])[CH:29]=3)=[O:26])[CH:17]=[CH:16][N:15]=2)[CH2:2][CH2:3]1. The yield is 0.820. (4) The reactants are Br[CH2:2][CH2:3][CH2:4][CH2:5][CH2:6][O:7][C:8]1[CH:15]=[CH:14][C:11]([C:12]#[N:13])=[CH:10][CH:9]=1.[C:16]([O-:19])([O-])=O.[K+].[K+].[CH3:22][C:23]([CH3:25])=[O:24]. No catalyst specified. The product is [C:23]([C:25]1[CH:10]=[CH:9][C:8]([O:7][CH2:2][CH2:3][CH2:4][CH2:5][CH2:6][O:7][C:8]2[CH:15]=[CH:14][C:11]([C:12]#[N:13])=[CH:10][CH:9]=2)=[C:15]([CH2:14][CH2:11][CH3:12])[C:16]=1[OH:19])(=[O:24])[CH3:22]. The yield is 0.500.